Task: Predict the reactants needed to synthesize the given product.. Dataset: Full USPTO retrosynthesis dataset with 1.9M reactions from patents (1976-2016) (1) The reactants are: [CH2:1]([N:8]([CH:36]([CH:38]1[CH2:40][CH2:39]1)[CH3:37])[C:9](=[O:35])[CH2:10][N:11]1[C:32](=[O:33])[C@:14]2([C:22]3[C:17](=[CH:18][C:19](NC(C4C=NOC=4C)=O)=[CH:20][CH:21]=3)[CH2:16][CH2:15]2)[NH:13][C:12]1=[O:34])C1C=CC=CC=1.N1[C:45](=[O:46])C2(C3C=CC(=O)NC=3CC2)NC1=O.CCN(C(C)C)C(C)C.CN(C(ON1N=N[C:76]2[CH:77]=[CH:78][CH:79]=[N:80][C:75]1=2)=[N+](C)C)C.F[P-](F)(F)(F)(F)F. Given the product [CH:38]1([C@@H:36]([N:8]([CH2:1][C:78]2[CH:79]=[N:80][C:75]([O:46][CH3:45])=[CH:76][CH:77]=2)[C:9](=[O:35])[CH2:10][N:11]2[C:32](=[O:33])[C@:14]3([C:22]4[C:17](=[CH:18][CH:19]=[CH:20][CH:21]=4)[CH2:16][CH2:15]3)[NH:13][C:12]2=[O:34])[CH3:37])[CH2:39][CH2:40]1, predict the reactants needed to synthesize it. (2) Given the product [Br:1][C:2]1[CH:7]=[N:6][C:5]([O:8][C:23]2[CH:24]=[CH:25][C:20]([CH:18]=[CH2:19])=[CH:21][CH:22]=2)=[N:4][CH:3]=1, predict the reactants needed to synthesize it. The reactants are: [Br:1][C:2]1[CH:3]=[N:4][C:5]([O:8]N2C3=NC=CC=C3N=N2)=[N:6][CH:7]=1.[CH:18]([C:20]1[CH:25]=[CH:24][C:23](B(O)O)=[CH:22][CH:21]=1)=[CH2:19].C([O-])([O-])=O.[Cs+].[Cs+]. (3) Given the product [CH3:1][O:2][C:3]([C:4]1[CH:9]=[CH:8][C:7]2[CH:20]=[C:19]([C:13]3[CH:18]=[CH:17][CH:16]=[CH:15][CH:14]=3)[O:11][C:6]=2[CH:5]=1)=[O:12], predict the reactants needed to synthesize it. The reactants are: [CH3:1][O:2][C:3](=[O:12])[C:4]1[CH:9]=[CH:8][C:7](I)=[C:6]([OH:11])[CH:5]=1.[C:13]1([C:19]#[CH:20])[CH:18]=[CH:17][CH:16]=[CH:15][CH:14]=1.CN(C)C(=N)N(C)C.Cl. (4) Given the product [CH3:23][C:17]1[N:18]=[C:19]([NH:21][CH3:22])[S:20][C:16]=1[C:14]1[CH:13]=[CH:12][N:11]=[C:10]([NH:9][C:5]2[CH:4]=[C:3]([CH:8]=[CH:7][CH:6]=2)[CH2:2][NH:1][S:25]([CH3:24])(=[O:27])=[O:26])[N:15]=1, predict the reactants needed to synthesize it. The reactants are: [NH2:1][CH2:2][C:3]1[CH:4]=[C:5]([NH:9][C:10]2[N:15]=[C:14]([C:16]3[S:20][C:19]([NH:21][CH3:22])=[N:18][C:17]=3[CH3:23])[CH:13]=[CH:12][N:11]=2)[CH:6]=[CH:7][CH:8]=1.[CH3:24][S:25](Cl)(=[O:27])=[O:26]. (5) Given the product [CH:58]1([N:42]2[CH2:43][CH2:44][C:24]3[N:23]([CH2:22][C:21]4[CH:20]=[CH:19][C:18]([O:17][CH2:15][CH3:16])=[CH:46][CH:45]=4)[C:31]4[CH:30]=[CH:29][C:28]([C:32]([N:34]5[CH2:35][CH2:36][CH:37]([CH3:40])[CH2:38][CH2:39]5)=[O:33])=[CH:27][C:26]=4[C:25]=3[CH2:41]2)[CH2:61][CH2:60][CH2:59]1.[C:47]([OH:53])([C:49]([F:52])([F:51])[F:50])=[O:48], predict the reactants needed to synthesize it. The reactants are: C(O[BH-](OC(=O)C)OC(=O)C)(=O)C.[Na+].[CH2:15]([O:17][C:18]1[CH:46]=[CH:45][C:21]([CH2:22][N:23]2[C:31]3[CH:30]=[CH:29][C:28]([C:32]([N:34]4[CH2:39][CH2:38][CH:37]([CH3:40])[CH2:36][CH2:35]4)=[O:33])=[CH:27][C:26]=3[C:25]3[CH2:41][NH:42][CH2:43][CH2:44][C:24]2=3)=[CH:20][CH:19]=1)[CH3:16].[C:47]([OH:53])([C:49]([F:52])([F:51])[F:50])=[O:48].C(=O)([O-])[O-].[C:58]1(=O)[CH2:61][CH2:60][CH2:59]1. (6) The reactants are: [CH2:1]([C@@H:5]1[NH:10][CH2:9][C@H:8]([C:11]2[CH:16]=[CH:15][CH:14]=[CH:13][CH:12]=2)[NH:7][C:6]1=[O:17])[CH:2]([CH3:4])[CH3:3].[Cl:18][C:19]1[CH:24]=[CH:23][C:22]([C:25]2[CH:29]=[C:28]([C:30](O)=[O:31])[O:27][N:26]=2)=[CH:21][CH:20]=1.C([C@@H]1N(C([C@@H]2C[C@H]2C2C=CC=CC=2)=O)C[C@H](CC(C)C)NC1=O)C(C)C. Given the product [Cl:18][C:19]1[CH:20]=[CH:21][C:22]([C:25]2[CH:29]=[C:28]([C:30]([N:10]3[CH2:9][C@H:8]([C:11]4[CH:12]=[CH:13][CH:14]=[CH:15][CH:16]=4)[NH:7][C:6](=[O:17])[C@@H:5]3[CH2:1][CH:2]([CH3:4])[CH3:3])=[O:31])[O:27][N:26]=2)=[CH:23][CH:24]=1, predict the reactants needed to synthesize it.